This data is from Catalyst prediction with 721,799 reactions and 888 catalyst types from USPTO. The task is: Predict which catalyst facilitates the given reaction. Reactant: O[CH:2]([C:7]1[C:8](=[O:12])[CH2:9][CH2:10][CH:11]=1)[CH2:3][CH2:4][CH2:5][CH3:6].[C:13]([OH:19])(=[O:18])[C:14](C)(C)C.[CH3:20]C(C)(C)C([O-])([O-])[O-]. Product: [O:12]=[C:8]1[CH2:9][CH2:10][CH:11]([CH2:14][C:13]([O:19][CH3:20])=[O:18])[C:7]1=[CH:2][CH2:3][CH2:4][CH2:5][CH3:6]. The catalyst class is: 5.